This data is from Catalyst prediction with 721,799 reactions and 888 catalyst types from USPTO. The task is: Predict which catalyst facilitates the given reaction. (1) Reactant: [N:1]1([CH2:6][C:7]2[CH:12]=[CH:11][C:10]([CH2:13]O)=[CH:9][CH:8]=2)[CH:5]=[CH:4][N:3]=[CH:2]1.[C:15]1([NH:21][OH:22])[CH:20]=[CH:19][CH:18]=[CH:17][CH:16]=1. Product: [N:1]1([CH2:6][C:7]2[CH:12]=[CH:11][C:10]([CH:13]=[N+:21]([O-:22])[C:15]3[CH:20]=[CH:19][CH:18]=[CH:17][CH:16]=3)=[CH:9][CH:8]=2)[CH:5]=[CH:4][N:3]=[CH:2]1. The catalyst class is: 8. (2) Reactant: [F:1][C:2]1[CH:7]=[CH:6][C:5]([N:8]2[C:12]3=[N:13][CH:14]=[CH:15][C:16](I)=[C:11]3[CH:10]=[N:9]2)=[CH:4][CH:3]=1.CC1(C)C(C)(C)[O:22][B:21](B2OC(C)(C)C(C)(C)O2)[O:20]1.C([O-])(=O)C.[K+]. Product: [F:1][C:2]1[CH:7]=[CH:6][C:5]([N:8]2[C:12]3=[N:13][CH:14]=[CH:15][C:16]([B:21]([OH:22])[OH:20])=[C:11]3[CH:10]=[N:9]2)=[CH:4][CH:3]=1. The catalyst class is: 16. (3) Reactant: Cl[C:2]1[C:11]2=[N:12][N:13](CC3C=CC(OC)=CC=3)[CH:14]=[C:10]2[C:9]2[CH:8]=[C:7]([O:24][CH3:25])[CH:6]=[CH:5][C:4]=2[N:3]=1.[O:26]1[CH2:31][CH2:30][N:29]([C:32]2[CH:38]=[CH:37][C:35]([NH2:36])=[CH:34][CH:33]=2)[CH2:28][CH2:27]1.Cl. Product: [CH3:25][O:24][C:7]1[CH:6]=[CH:5][C:4]2[N:3]=[C:2]([NH:36][C:35]3[CH:34]=[CH:33][C:32]([N:29]4[CH2:30][CH2:31][O:26][CH2:27][CH2:28]4)=[CH:38][CH:37]=3)[C:11]3=[N:12][NH:13][CH:14]=[C:10]3[C:9]=2[CH:8]=1. The catalyst class is: 71. (4) Reactant: [Cl:1][C:2]1[CH:3]=[C:4]([C:10]([C:12]2[C:17]([CH:18]=[CH2:19])=[CH:16][CH:15]=[C:14]([O:20][CH3:21])[C:13]=2[F:22])=[O:11])[C:5](C=C)=[N:6][CH:7]=1. Product: [Cl:1][C:2]1[CH:3]=[C:4]2[C:10](=[O:11])[C:12]3[C:13]([F:22])=[C:14]([O:20][CH3:21])[CH:15]=[CH:16][C:17]=3[CH:18]=[CH:19][C:5]2=[N:6][CH:7]=1. The catalyst class is: 11. (5) Reactant: [Br-].[CH3:2][C:3]1[C:16]2[NH2+:15][C:14]3[C:9](=[CH:10][C:11]([Br:17])=[CH:12][CH:13]=3)[S:8][C:7]=2[CH:6]=[C:5](Br)[CH:4]=1.[CH3:19][O:20][CH2:21][CH2:22][NH:23][CH2:24][CH2:25][O:26][CH3:27]. Product: [Br-:17].[CH3:19][O:20][CH2:21][CH2:22][N:23]([CH2:24][CH2:25][O:26][CH3:27])[C:5]1[CH:4]=[C:3]([CH3:2])[C:16]2[C:7]([CH:6]=1)=[S+:8][C:9]1[C:14](=[CH:13][CH:12]=[C:11]([N:23]([CH2:24][CH2:25][O:26][CH3:27])[CH2:22][CH2:21][O:20][CH3:19])[CH:10]=1)[N:15]=2. The catalyst class is: 22. (6) Reactant: [CH2:1]([O:3][CH2:4][O:5][CH2:6][C:7]1[CH:12]=[CH:11][C:10]2[O:13][CH2:14][O:15][C:9]=2[CH:8]=1)[CH3:2].CCCCCC.C([Li])CCC.[CH3:27][S:28]SC.[OH-].[Na+]. Product: [CH2:1]([O:3][CH2:4][O:5][CH2:6][C:7]1[CH:12]=[CH:11][C:10]2[O:13][CH2:14][O:15][C:9]=2[C:8]=1[S:28][CH3:27])[CH3:2]. The catalyst class is: 27. (7) Reactant: C(OC([NH:8][CH2:9][C:10]1[CH:11]=[N:12][C:13](Cl)=[CH:14][CH:15]=1)=O)(C)(C)C.NC[C:19]1C=N[C:22](Cl)=[CH:23][CH:24]=1.C(N([CH2:31][CH3:32])CC)C.[C:33](OC(OC(OC(C)(C)C)=O)=O)(C)(C)[CH3:34].C([O-])(O)=O.[Na+]. Product: [NH2:8][CH2:9][C:10]1[CH:11]=[N:12][C:13](/[CH:33]=[CH:34]/[CH:32]2[CH2:31][CH2:19][CH2:24][CH2:23][CH2:22]2)=[CH:14][CH:15]=1. The catalyst class is: 2.